From a dataset of Forward reaction prediction with 1.9M reactions from USPTO patents (1976-2016). Predict the product of the given reaction. Given the reactants [CH3:1][O:2][C:3]1[CH:8]=[CH:7][N:6]=[C:5]([N:9]2[CH:13]=[C:12]([CH3:14])[N:11]=[CH:10]2)[C:4]=1[N+:15]([O-])=O.C(O)(=O)C.[OH-].[Na+], predict the reaction product. The product is: [CH3:1][O:2][C:3]1[CH:8]=[CH:7][N:6]=[C:5]([N:9]2[CH:13]=[C:12]([CH3:14])[N:11]=[CH:10]2)[C:4]=1[NH2:15].